This data is from Catalyst prediction with 721,799 reactions and 888 catalyst types from USPTO. The task is: Predict which catalyst facilitates the given reaction. (1) Reactant: [CH2:1]([N:8]1[C:12](=O)[CH2:11][CH2:10][CH:9]1[C:14]([O:16][CH3:17])=[O:15])[C:2]1[CH:7]=[CH:6][CH:5]=[CH:4][CH:3]=1.COC1C=CC(P2(SP(C3C=CC(OC)=CC=3)(=S)S2)=[S:27])=CC=1. Product: [CH2:1]([N:8]1[C:12](=[S:27])[CH2:11][CH2:10][CH:9]1[C:14]([O:16][CH3:17])=[O:15])[C:2]1[CH:7]=[CH:6][CH:5]=[CH:4][CH:3]=1. The catalyst class is: 7. (2) Reactant: O=C1NCCN(C(OC(C)(C)C)=O)C1.FC(F)(F)C(O)=O.FC(F)(F)C(O)=O.[NH:29]1[CH2:34][CH2:33][NH:32][CH2:31][C:30]1=[O:35].Br[CH:37]([C:44]1[CH:49]=[CH:48][CH:47]=[CH:46][CH:45]=1)[C:38]1[CH:43]=[CH:42][CH:41]=[CH:40][CH:39]=1.C(=O)([O-])[O-].[K+].[K+].[I-].[K+]. Product: [CH:37]([N:32]1[CH2:33][CH2:34][NH:29][C:30](=[O:35])[CH2:31]1)([C:38]1[CH:43]=[CH:42][CH:41]=[CH:40][CH:39]=1)[C:44]1[CH:49]=[CH:48][CH:47]=[CH:46][CH:45]=1. The catalyst class is: 306. (3) Reactant: [CH2:1]([N:8]([CH2:21][C:22]1[CH:48]=[CH:47][C:25]([O:26][C:27]2[CH:28]=[C:29]([CH:44]=[CH:45][CH:46]=2)[O:30][CH2:31][CH:32]2[CH2:36][CH2:35][N:34](C(OC(C)(C)C)=O)[CH2:33]2)=[CH:24][CH:23]=1)[C:9]1[CH:14]=[CH:13][CH:12]=[C:11]([NH:15][S:16]([CH3:19])(=[O:18])=[O:17])[C:10]=1[CH3:20])[C:2]1[CH:7]=[CH:6][CH:5]=[CH:4][CH:3]=1.Cl. Product: [CH2:1]([N:8]([CH2:21][C:22]1[CH:48]=[CH:47][C:25]([O:26][C:27]2[CH:46]=[CH:45][CH:44]=[C:29]([O:30][CH2:31][CH:32]3[CH2:36][CH2:35][NH:34][CH2:33]3)[CH:28]=2)=[CH:24][CH:23]=1)[C:9]1[C:10]([CH3:20])=[C:11]([NH:15][S:16]([CH3:19])(=[O:18])=[O:17])[CH:12]=[CH:13][CH:14]=1)[C:2]1[CH:7]=[CH:6][CH:5]=[CH:4][CH:3]=1. The catalyst class is: 12.